From a dataset of Forward reaction prediction with 1.9M reactions from USPTO patents (1976-2016). Predict the product of the given reaction. Given the reactants N12CCCN=C1CCCCC2.[Br:12][C:13]1[CH:14]=[C:15]2[C:20](=[CH:21][CH:22]=1)[CH:19]([C:23]([O:25][CH2:26][CH3:27])=[O:24])[N:18](S(C1C=CC=CC=1)(=O)=O)[CH2:17][CH2:16]2.O, predict the reaction product. The product is: [Br:12][C:13]1[CH:14]=[C:15]2[C:20](=[CH:21][CH:22]=1)[C:19]([C:23]([O:25][CH2:26][CH3:27])=[O:24])=[N:18][CH:17]=[CH:16]2.